Dataset: Full USPTO retrosynthesis dataset with 1.9M reactions from patents (1976-2016). Task: Predict the reactants needed to synthesize the given product. Given the product [C:16]([O:15][C:13]([NH:1][C:2]1[CH:3]=[C:4]([CH:10]=[CH:11][CH:12]=1)[O:5][CH2:6][C:7]([OH:9])=[O:8])=[O:14])([CH3:19])([CH3:18])[CH3:17], predict the reactants needed to synthesize it. The reactants are: [NH2:1][C:2]1[CH:3]=[C:4]([CH:10]=[CH:11][CH:12]=1)[O:5][CH2:6][C:7]([OH:9])=[O:8].[C:13](O[C:13]([O:15][C:16]([CH3:19])([CH3:18])[CH3:17])=[O:14])([O:15][C:16]([CH3:19])([CH3:18])[CH3:17])=[O:14].[OH-].[Na+].